Dataset: Reaction yield outcomes from USPTO patents with 853,638 reactions. Task: Predict the reaction yield, written as a fraction of the theoretical maximum amount of product (1.0 means a 100% yield; for example, 0.34 means a 34% yield). (1) The reactants are [Cl:1][C:2]1[N:3]=[C:4]([N:11]2[CH2:16][CH2:15][O:14][CH2:13][CH2:12]2)[C:5]2[S:10][CH:9]=[CH:8][C:6]=2[N:7]=1.[Li]CCCC.CCCCCC.CN([CH:31]=[O:32])C. The catalyst is C1COCC1. The product is [Cl:1][C:2]1[N:3]=[C:4]([N:11]2[CH2:16][CH2:15][O:14][CH2:13][CH2:12]2)[C:5]2[S:10][C:9]([CH:31]=[O:32])=[CH:8][C:6]=2[N:7]=1. The yield is 0.770. (2) The reactants are [Cl:1][C:2]1[CH:7]=[CH:6][C:5]([C@@H:8]([CH:47]2[CH2:52][CH2:51][O:50][CH2:49][CH2:48]2)[C@H:9]([NH:42][C:43]([O:45][CH3:46])=[O:44])[C:10]([NH:12][C:13]2[CH:40]=[CH:39][CH:38]=[C:37]([F:41])[C:14]=2[CH2:15][CH2:16][C@@H:17]2[N:22]([S:23]([CH:26]3[CH2:28][CH2:27]3)(=[O:25])=[O:24])[C@@H:21]([CH3:29])[CH2:20][N:19](C(OC(C)(C)C)=O)[CH2:18]2)=[O:11])=[CH:4][CH:3]=1.FC(F)(F)C(O)=O. The catalyst is ClCCl. The product is [Cl:1][C:2]1[CH:3]=[CH:4][C:5]([C@@H:8]([CH:47]2[CH2:48][CH2:49][O:50][CH2:51][CH2:52]2)[C@H:9]([NH:42][C:43](=[O:44])[O:45][CH3:46])[C:10]([NH:12][C:13]2[CH:40]=[CH:39][CH:38]=[C:37]([F:41])[C:14]=2[CH2:15][CH2:16][C@H:17]2[CH2:18][NH:19][CH2:20][C@H:21]([CH3:29])[N:22]2[S:23]([CH:26]2[CH2:27][CH2:28]2)(=[O:25])=[O:24])=[O:11])=[CH:6][CH:7]=1. The yield is 0.520. (3) The reactants are [CH2:1]([O:8][C:9]1[CH:14]=[CH:13][C:12]([N:15]2[CH2:19][C@H:18]([CH2:20]OS(C)(=O)=O)[O:17][C:16]2=[O:26])=[CH:11][C:10]=1[F:27])[C:2]1[CH:7]=[CH:6][CH:5]=[CH:4][CH:3]=1.[NH:28]1[CH:32]=[CH:31][N:30]=[CH:29]1. No catalyst specified. The product is [CH2:1]([O:8][C:9]1[CH:14]=[CH:13][C:12]([N:15]2[CH2:19][C@H:18]([CH2:20][N:28]3[CH:32]=[CH:31][N:30]=[CH:29]3)[O:17][C:16]2=[O:26])=[CH:11][C:10]=1[F:27])[C:2]1[CH:3]=[CH:4][CH:5]=[CH:6][CH:7]=1. The yield is 0.710.